Task: Binary Classification. Given a miRNA mature sequence and a target amino acid sequence, predict their likelihood of interaction.. Dataset: Experimentally validated miRNA-target interactions with 360,000+ pairs, plus equal number of negative samples (1) The miRNA is hsa-miR-1827 with sequence UGAGGCAGUAGAUUGAAU. The protein sequence of the target gene is MAAAQEADGAGSAVVAAGGGSSGQVTSNGSIGRDTPAETQPQNPPPQPAPNAWQVIKGVLFRIFIIWAISSWFRRGPSPQDQSGPGGAPRVASRNLFPKDTLMNLHVYISEHEHFTDFNATSALFWEQHDLVYGDWTSGENSDGCYEHFAELDIPQSVQQNGSIYIHVYFTKSGFHPDPRQKALYRRLATVHMSRMINKYKRRRFQKTKNLLTGETEADPEMIKRAEDYGPVEVISHWHPNITINIVDDHTPWVKGSVPPPLDQYVKFDAVSGDYYPIIYFNDYWNLQKDYYPINESLAS.... Result: 0 (no interaction). (2) The miRNA is hsa-miR-4652-3p with sequence GUUCUGUUAACCCAUCCCCUCA. The protein sequence of the target gene is MKIATVSVLLPLALCLIQDAASKNEDQEMCHEFQAFMKNGKLFCPQDKKFFQSLDGIMFINKCATCKMILEKEAKSQKRARHLARAPKATAPTELNCDDFKKGERDGDFICPDYYEAVCGTDGKTYDNRCALCAENAKTGSQIGVKSEGECKSSNPEQDVCSAFRPFVRDGRLGCTRENDPVLGPDGKTHGNKCAMCAELFLKEAENAKREGETRIRRNAEKDFCKEYEKQVRNGRLFCTRESDPVRGPDGRMHGNKCALCAEIFKQRFSEENSKTDQNLGKAEEKTKVKREIVKLCSQY.... Result: 0 (no interaction). (3) The miRNA is hsa-miR-6739-5p with sequence UGGGAAAGAGAAAGAACAAGUA. The protein sequence of the target gene is MALAARLWRLLPFRRGAAPGSRLPAGTSGSRGHCGPCRFRGFEVMGNPGTFKRGLLLSALSYLGFETYQVISQAAVVHATAKVEEILEQADYLYESGETEKLYQLLTQYKESEDAELLWRLARASRDVAQLSRTSEEEKKLLVYEALEYAKRALEKNESSFASHKWYAICLSDVGDYEGIKAKIANAYIIKEHFEKAIELNPKDATSIHLMGIWCYTFAEMPWYQRRIAKMLFATPPSSTYEKALGYFHRAEQVDPNFYSKNLLLLGKTYLKLHNKKLAAFWLMKAKDYPAHTEEDKQIQ.... Result: 1 (interaction). (4) The miRNA is hsa-miR-6755-3p with sequence UGUUGUCAUGUUUUUUCCCUAG. The protein sequence of the target gene is MATDELATKLSRRLQMEGEGGGETPEQPGLNGAAAAAAGAPDEAAEALGSADCELSAKLLRRADLNQGIGEPQSPSRRVFNPYTEFKEFSRKQIKDMEKMFKQYDAGRDGFIDLMELKLMMEKLGAPQTHLGLKNMIKEVDEDFDSKLSFREFLLIFRKAAAGELQEDSGLCVLARLSEIDVSSEGVKGAKSFFEAKVQAINVSSRFEEEIKAEQEERKKQAEEMKQRKAAFKELQSTFK. Result: 0 (no interaction).